From a dataset of Reaction yield outcomes from USPTO patents with 853,638 reactions. Predict the reaction yield, written as a fraction of the theoretical maximum amount of product (1.0 means a 100% yield; for example, 0.34 means a 34% yield). (1) The yield is 0.990. The catalyst is ClCCl. The reactants are COC1C=C(OC)C=CC=1C[N:6]([C:31]1[S:35][N:34]=[CH:33][N:32]=1)[S:7]([C:10]1[CH:15]=[C:14]([F:16])[C:13]([O:17][C@@H:18]2[CH2:23][CH2:22][CH2:21][CH2:20][C@@H:19]2[C:24]2[CH:29]=[CH:28][CH:27]=[CH:26][CH:25]=2)=[CH:12][C:11]=1[F:30])(=[O:9])=[O:8].C([SiH](CC)CC)C.FC(F)(F)C(O)=O. The product is [F:30][C:11]1[CH:12]=[C:13]([O:17][C@@H:18]2[CH2:23][CH2:22][CH2:21][CH2:20][C@@H:19]2[C:24]2[CH:25]=[CH:26][CH:27]=[CH:28][CH:29]=2)[C:14]([F:16])=[CH:15][C:10]=1[S:7]([NH:6][C:31]1[S:35][N:34]=[CH:33][N:32]=1)(=[O:9])=[O:8]. (2) The reactants are [CH:1]1[C:6]([NH2:7])=[CH:5][C:4]([NH2:8])=[C:3]([OH:9])[CH:2]=1.Cl.Cl.[C:12]1([C:22](O)=O)[C:21]2[C:16](=[CH:17][CH:18]=[CH:19][CH:20]=2)[CH:15]=[CH:14][CH:13]=1.[OH-].[Na+]. No catalyst specified. The product is [C:12]1([C:22]2[O:9][C:3]3[CH:2]=[CH:1][C:6]([NH2:7])=[CH:5][C:4]=3[N:8]=2)[C:21]2[C:16](=[CH:17][CH:18]=[CH:19][CH:20]=2)[CH:15]=[CH:14][CH:13]=1. The yield is 0.770. (3) The reactants are C([O-])([O-])=O.[Na+].[Na+].COC([C:11]1[NH:12][C:13]2[CH:14]=[C:15]([NH:25][C:26]([O:28][C:29]([CH3:32])([CH3:31])[CH3:30])=[O:27])[CH:16]=[C:17]3[C:23](=[O:24])[NH:22][N:21]=[CH:20][C:19]=1[C:18]=23)=O.[C:33]([O:37][C:38]([N:40]1[CH2:45][CH:44]=[C:43](B2OC(C)(C)C(C)(C)O2)[CH2:42][CH2:41]1)=[O:39])([CH3:36])([CH3:35])[CH3:34]. The catalyst is CN(C)C=O.C1C=CC(P(C2C=CC=CC=2)[C-]2C=CC=C2)=CC=1.C1C=CC(P(C2C=CC=CC=2)[C-]2C=CC=C2)=CC=1.Cl[Pd]Cl.[Fe+2]. The product is [C:33]([O:37][C:38]([N:40]1[CH2:41][CH:42]=[C:43]([C:11]2[NH:12][C:13]3[CH:14]=[C:15]([NH:25][C:26]([O:28][C:29]([CH3:30])([CH3:31])[CH3:32])=[O:27])[CH:16]=[C:17]4[C:23](=[O:24])[NH:22][N:21]=[CH:20][C:19]=2[C:18]=34)[CH2:44][CH2:45]1)=[O:39])([CH3:36])([CH3:34])[CH3:35]. The yield is 0.940. (4) The reactants are F[C:2]1[CH:9]=[CH:8][CH:7]=[CH:6][C:3]=1[CH:4]=[O:5].C(=O)([O-])[O-].[K+].[K+].[CH3:16][C:17]([SH:20])([CH3:19])[CH3:18]. The catalyst is CN(C=O)C. The product is [C:17]([S:20][C:2]1[CH:9]=[CH:8][CH:7]=[CH:6][C:3]=1[CH:4]=[O:5])([CH3:19])([CH3:18])[CH3:16]. The yield is 0.400.